From a dataset of Peptide-MHC class II binding affinity with 134,281 pairs from IEDB. Regression. Given a peptide amino acid sequence and an MHC pseudo amino acid sequence, predict their binding affinity value. This is MHC class II binding data. (1) The peptide sequence is TAVAKCNEKHDEEFC. The MHC is DRB1_1501 with pseudo-sequence DRB1_1501. The binding affinity (normalized) is 0.668. (2) The peptide sequence is NDNYTEIKGQLVFIG. The MHC is DRB1_0101 with pseudo-sequence DRB1_0101. The binding affinity (normalized) is 0.617. (3) The peptide sequence is KVKFGHVSINPADIA. The MHC is DRB1_1302 with pseudo-sequence DRB1_1302. The binding affinity (normalized) is 0.153. (4) The peptide sequence is MRILVRGNSPAFNYN. The MHC is DRB1_0101 with pseudo-sequence DRB1_0101. The binding affinity (normalized) is 0.515.